Dataset: Full USPTO retrosynthesis dataset with 1.9M reactions from patents (1976-2016). Task: Predict the reactants needed to synthesize the given product. (1) The reactants are: [CH2:1]([O:8][C:9]([N:11]1[CH2:17][CH2:16][C:15](=O)[CH:14]([NH:19][C:20](=[O:22])[CH3:21])[CH2:13][CH2:12]1)=[O:10])[C:2]1[CH:7]=[CH:6][CH:5]=[CH:4][CH:3]=1.[OH-].COC(NS([N+](CC)(CC)CC)(=O)=O)=O. Given the product [CH3:21][C:20]1[O:22][C:15]2[CH2:16][CH2:17][N:11]([C:9]([O:8][CH2:1][C:2]3[CH:3]=[CH:4][CH:5]=[CH:6][CH:7]=3)=[O:10])[CH2:12][CH2:13][C:14]=2[N:19]=1, predict the reactants needed to synthesize it. (2) Given the product [F:10][C:5]1[C:6]([CH2:8][OH:9])=[CH:7][C:2]([C:29]2[CH:30]=[N:31][C:32]([C:35]([F:38])([F:37])[F:36])=[N:33][CH:34]=2)=[N:3][CH:4]=1, predict the reactants needed to synthesize it. The reactants are: Br[C:2]1[CH:7]=[C:6]([CH2:8][OH:9])[C:5]([F:10])=[CH:4][N:3]=1.O1CCOCC1.C([O-])([O-])=O.[K+].[K+].CC1(C)OB([C:29]2[CH:30]=[N:31][C:32]([C:35]([F:38])([F:37])[F:36])=[N:33][CH:34]=2)OC1(C)C.